This data is from Full USPTO retrosynthesis dataset with 1.9M reactions from patents (1976-2016). The task is: Predict the reactants needed to synthesize the given product. (1) Given the product [N:12]1([C:17]2[CH:24]=[CH:23][C:20](/[CH:21]=[CH:10]/[C:9]([C:4]3[CH:3]=[C:2]([Cl:1])[CH:7]=[C:6]([Cl:8])[CH:5]=3)=[O:11])=[CH:19][CH:18]=2)[CH:16]=[N:15][CH:14]=[N:13]1, predict the reactants needed to synthesize it. The reactants are: [Cl:1][C:2]1[CH:3]=[C:4]([C:9](=[O:11])[CH3:10])[CH:5]=[C:6]([Cl:8])[CH:7]=1.[N:12]1([C:17]2[CH:24]=[CH:23][C:20]([CH:21]=O)=[CH:19][CH:18]=2)[CH:16]=[N:15][CH:14]=[N:13]1.[OH-].[Na+]. (2) Given the product [ClH:1].[N:2]12[CH2:9][CH2:8][CH:5]([CH2:6][CH2:7]1)[C@@H:4]([NH:10][C:11]([C:13]1[O:14][C:15]3[C:21]([C:22]4[CH:30]=[CH:29][CH:28]=[C:24]([C:25]([NH:34][CH:31]5[CH2:33][CH2:32]5)=[O:27])[CH:23]=4)=[CH:20][CH:19]=[CH:18][C:16]=3[CH:17]=1)=[O:12])[CH2:3]2, predict the reactants needed to synthesize it. The reactants are: [ClH:1].[N:2]12[CH2:9][CH2:8][CH:5]([CH2:6][CH2:7]1)[C@@H:4]([NH:10][C:11]([C:13]1[O:14][C:15]3[C:21]([C:22]4[CH:23]=[C:24]([CH:28]=[CH:29][CH:30]=4)[C:25]([OH:27])=O)=[CH:20][CH:19]=[CH:18][C:16]=3[CH:17]=1)=[O:12])[CH2:3]2.[CH:31]1([NH2:34])[CH2:33][CH2:32]1. (3) Given the product [C:1]([C:3]([C:11]1[S:12][CH:13]=[CH:14][CH:15]=1)([CH:8]([CH3:10])[CH3:9])[CH2:4][CH2:5][CH2:6][N:29]1[CH2:30][CH2:31][N:26]([CH2:25][CH2:24][O:23][C:21]2[CH:20]=[CH:19][CH:18]=[C:17]([Br:16])[N:22]=2)[CH2:27][CH2:28]1)#[N:2], predict the reactants needed to synthesize it. The reactants are: [C:1]([C:3]([C:11]1[S:12][CH:13]=[CH:14][CH:15]=1)([CH:8]([CH3:10])[CH3:9])[CH2:4][CH2:5][CH2:6]I)#[N:2].[Br:16][C:17]1[N:22]=[C:21]([O:23][CH2:24][CH2:25][N:26]2[CH2:31][CH2:30][NH:29][CH2:28][CH2:27]2)[CH:20]=[CH:19][CH:18]=1. (4) Given the product [NH2:1][C:2]1[N:3]=[C:4]([CH3:16])[C:5]2[CH:11]=[C:10]([C:22]3[S:23][CH:24]=[CH:25][N:26]=3)[C:9](=[O:13])[N:8]([CH2:14][CH3:15])[C:6]=2[N:7]=1, predict the reactants needed to synthesize it. The reactants are: [NH2:1][C:2]1[N:3]=[C:4]([CH3:16])[C:5]2[CH:11]=[C:10](Br)[C:9](=[O:13])[N:8]([CH2:14][CH3:15])[C:6]=2[N:7]=1.C([Sn](CCCC)(CCCC)[C:22]1[S:23][CH:24]=[CH:25][N:26]=1)CCC. (5) Given the product [F:46][C:42]1[CH:41]=[C:40]2[C:45]([C:36]([NH:55][C:56]3[CH:57]=[C:58]([NH:68][C:69](=[O:71])[CH3:70])[CH:59]=[C:60]([N:62]4[CH2:67][CH2:66][O:65][CH2:64][CH2:63]4)[CH:61]=3)=[C:37]([CH3:54])[C:38]([C:47]3[CH:48]=[N:49][CH:50]=[C:51]([F:53])[CH:52]=3)=[N:39]2)=[CH:44][CH:43]=1, predict the reactants needed to synthesize it. The reactants are: CC(C1C=C(C(C)C)C(C2C=CC=CC=2P(C2CCCCC2)C2CCCCC2)=C(C(C)C)C=1)C.Cl[C:36]1[C:45]2[C:40](=[CH:41][C:42]([F:46])=[CH:43][CH:44]=2)[N:39]=[C:38]([C:47]2[CH:48]=[N:49][CH:50]=[C:51]([F:53])[CH:52]=2)[C:37]=1[CH3:54].[NH2:55][C:56]1[CH:57]=[C:58]([NH:68][C:69](=[O:71])[CH3:70])[CH:59]=[C:60]([N:62]2[CH2:67][CH2:66][O:65][CH2:64][CH2:63]2)[CH:61]=1.C(=O)([O-])[O-].[K+].[K+]. (6) Given the product [F:1][C:2]1[CH:3]=[C:4]([CH:9]=[C:10]([F:12])[C:11]=1[CH:23]=[O:24])[C:5]([O:7][CH3:8])=[O:6], predict the reactants needed to synthesize it. The reactants are: [F:1][C:2]1[CH:3]=[C:4]([CH:9]=[C:10]([F:12])[CH:11]=1)[C:5]([O:7][CH3:8])=[O:6].C([N-]C(C)C)(C)C.[Li+].CN(C)[CH:23]=[O:24].[Cl-].[NH4+].